From a dataset of Forward reaction prediction with 1.9M reactions from USPTO patents (1976-2016). Predict the product of the given reaction. (1) Given the reactants C[O:2][C:3](=[O:24])[CH2:4][CH2:5][C:6]([N:8]1[C:13]2[CH:14]=[CH:15][CH:16]=[C:17]([CH:18]([CH3:20])[CH3:19])[C:12]=2[O:11][CH:10]([CH:21]([CH3:23])[CH3:22])[CH2:9]1)=[O:7].[OH-].[Na+], predict the reaction product. The product is: [CH:21]([CH:10]1[CH2:9][N:8]([C:6](=[O:7])[CH2:5][CH2:4][C:3]([OH:24])=[O:2])[C:13]2[CH:14]=[CH:15][CH:16]=[C:17]([CH:18]([CH3:20])[CH3:19])[C:12]=2[O:11]1)([CH3:23])[CH3:22]. (2) The product is: [F:1][C:2]1[CH:3]=[C:4]2[C:6]([C:14]([OH:13])=[C:15]([C:16]([O:18][CH2:19][CH3:20])=[O:17])[CH:21]=[N:5]2)=[CH:7][C:8]=1[O:9][CH3:10]. Given the reactants [F:1][C:2]1[CH:3]=[C:4]([CH:6]=[CH:7][C:8]=1[O:9][CH3:10])[NH2:5].C([O:13][CH:14]=[C:15]([C:21](OCC)=O)[C:16]([O:18][CH2:19][CH3:20])=[O:17])C.C1(OC2C=CC=CC=2)C=CC=CC=1, predict the reaction product. (3) Given the reactants [CH:1]1([N:4]2[C:12]3[C:7](=[C:8]([O:16][CH3:17])[CH:9]=[C:10]([C:13]([OH:15])=O)[CH:11]=3)[C:6]([CH3:18])=[CH:5]2)[CH2:3][CH2:2]1.Cl.Cl.[Br:21][C:22]1[CH:23]=[C:24]([C:28]2[CH:29]=[C:30]3[C:40](=[CH:41][CH:42]=2)[O:39][C:33]2([CH2:38][CH2:37][NH:36][CH2:35][CH2:34]2)[CH2:32][C:31]3=[O:43])[CH:25]=[N:26][CH:27]=1.CCN=C=NCCCN(C)C.Cl.C1C=CC2N(O)N=NC=2C=1, predict the reaction product. The product is: [Br:21][C:22]1[CH:23]=[C:24]([C:28]2[CH:29]=[C:30]3[C:40](=[CH:41][CH:42]=2)[O:39][C:33]2([CH2:34][CH2:35][N:36]([C:13]([C:10]4[CH:11]=[C:12]5[C:7]([C:6]([CH3:18])=[CH:5][N:4]5[CH:1]5[CH2:2][CH2:3]5)=[C:8]([O:16][CH3:17])[CH:9]=4)=[O:15])[CH2:37][CH2:38]2)[CH2:32][C:31]3=[O:43])[CH:25]=[N:26][CH:27]=1. (4) Given the reactants [CH3:1][N:2]([CH2:4][CH:5]1[CH2:17][CH2:16][C:8]2(OCC(C)(C)C[O:9]2)[CH2:7][C:6]1([C:19]1[CH:24]=[CH:23][CH:22]=[C:21]([O:25][CH3:26])[CH:20]=1)O)[CH3:3].[ClH:27].O.[OH-].[Na+], predict the reaction product. The product is: [ClH:27].[CH3:3][N:2]([CH2:4][CH:5]1[CH2:17][CH2:16][C:8](=[O:9])[CH:7]=[C:6]1[C:19]1[CH:24]=[CH:23][CH:22]=[C:21]([O:25][CH3:26])[CH:20]=1)[CH3:1].